This data is from Catalyst prediction with 721,799 reactions and 888 catalyst types from USPTO. The task is: Predict which catalyst facilitates the given reaction. Reactant: OC(C(F)(F)F)=O.OC(C(F)(F)F)=O.[Br:15][C:16]1[CH:17]=[C:18]([C:22]2([C:30]#[N:31])[CH2:28][C@H:27]3[NH:29][C@H:24]([CH2:25][CH2:26]3)[CH2:23]2)[CH:19]=[N:20][CH:21]=1.CCN(C(C)C)C(C)C.[Cl:41][C:42]([CH2:44]Cl)=[CH2:43].[Na+].[I-]. Product: [Br:15][C:16]1[CH:17]=[C:18]([C:22]2([C:30]#[N:31])[CH2:28][C@@H:27]3[N:29]([CH2:44][C:42]([Cl:41])=[CH2:43])[C@@H:24]([CH2:25][CH2:26]3)[CH2:23]2)[CH:19]=[N:20][CH:21]=1. The catalyst class is: 18.